This data is from Reaction yield outcomes from USPTO patents with 853,638 reactions. The task is: Predict the reaction yield, written as a fraction of the theoretical maximum amount of product (1.0 means a 100% yield; for example, 0.34 means a 34% yield). (1) The reactants are O1C2C(=CC=CC=2)CCC1.N1CCCCC1.C([O:22][C@@H:23]([C:25]1[N:30]=[C:29]([N:31]2[CH2:36][CH2:35][C:34]3([CH2:45][C:44](=[O:46])[C:43]4[C:38](=[CH:39][CH:40]=[C:41]([Cl:47])[CH:42]=4)[O:37]3)[CH2:33][CH2:32]2)[CH:28]=[CH:27][N:26]=1)[CH3:24])(=O)CCC.O.[OH-].[Li+]. The catalyst is O1CCCC1.CO.O. The product is [Cl:47][C:41]1[CH:42]=[C:43]2[C:38](=[CH:39][CH:40]=1)[O:37][C:34]1([CH2:35][CH2:36][N:31]([C:29]3[CH:28]=[CH:27][N:26]=[C:25]([C@H:23]([OH:22])[CH3:24])[N:30]=3)[CH2:32][CH2:33]1)[CH2:45][C:44]2=[O:46]. The yield is 0.180. (2) The reactants are [H-].[Na+].[C:3]1([CH:9]2[CH2:13][CH2:12][CH2:11][C:10]2=[O:14])[CH:8]=[CH:7][CH:6]=[CH:5][CH:4]=1.[CH3:15]I. The catalyst is COCCOC. The product is [CH3:15][C:9]1([C:3]2[CH:8]=[CH:7][CH:6]=[CH:5][CH:4]=2)[CH2:13][CH2:12][CH2:11][C:10]1=[O:14]. The yield is 0.739.